From a dataset of Catalyst prediction with 721,799 reactions and 888 catalyst types from USPTO. Predict which catalyst facilitates the given reaction. (1) Reactant: [CH3:1][N:2]1[C:8](=[O:9])[C@@H:7]([NH:10]C(=O)OCC2C=CC=CC=2)[CH2:6][O:5][CH2:4][CH2:3]1. Product: [NH2:10][C@H:7]1[CH2:6][O:5][CH2:4][CH2:3][N:2]([CH3:1])[C:8]1=[O:9]. The catalyst class is: 5. (2) The catalyst class is: 485. Reactant: [CH3:1][C:2]1[CH:7]=[CH:6][C:5]([C:8](=[CH2:12])[CH:9]([OH:11])[CH3:10])=[CH:4][CH:3]=1. Product: [CH3:1][C:2]1[CH:7]=[CH:6][C:5]([C:8](=[CH2:12])[C:9](=[O:11])[CH3:10])=[CH:4][CH:3]=1. (3) The catalyst class is: 55. Product: [CH3:38][O:37][C:12]1[CH:11]=[CH:10][C:9]([C:6]2[CH:5]=[CH:4][C:3]([C:1]#[N:2])=[N:8][CH:7]=2)=[CH:36][C:13]=1[CH2:14][O:15][CH2:16][C:17]1([C:30]2[CH:35]=[CH:34][CH:33]=[CH:32][CH:31]=2)[CH2:18][CH2:19][NH:20][CH2:21][CH2:22]1. Reactant: [C:1]([C:3]1[N:8]=[CH:7][C:6]([C:9]2[CH:10]=[CH:11][C:12]([O:37][CH3:38])=[C:13]([CH:36]=2)[CH2:14][O:15][CH2:16][C:17]2([C:30]3[CH:35]=[CH:34][CH:33]=[CH:32][CH:31]=3)[CH2:22][CH2:21][N:20](C(OC(C)(C)C)=O)[CH2:19][CH2:18]2)=[CH:5][CH:4]=1)#[N:2].FC(F)(F)C(O)=O.CN(C)C.